Dataset: CYP3A4 inhibition data for predicting drug metabolism from PubChem BioAssay. Task: Regression/Classification. Given a drug SMILES string, predict its absorption, distribution, metabolism, or excretion properties. Task type varies by dataset: regression for continuous measurements (e.g., permeability, clearance, half-life) or binary classification for categorical outcomes (e.g., BBB penetration, CYP inhibition). Dataset: cyp3a4_veith. (1) The drug is CCC/C=C(\CCC)C(NC(=O)OCC(C)C)c1ccccc1. The result is 0 (non-inhibitor). (2) The drug is Cc1[nH]c2ccccc2c1/C=C(\C#N)C(=O)NC(C)c1ccccc1. The result is 1 (inhibitor). (3) The drug is Cc1cc(OCCn2cc(/C(N)=N/O)c3ccccc32)ccc1Cl. The result is 1 (inhibitor). (4) The compound is NC[C@@H](O)CSP(=O)(O)O. The result is 0 (non-inhibitor). (5) The molecule is Cc1ccc(S(=O)(=O)c2cc3ccccc3oc2=Nc2ccc3c(c2)OCO3)cc1. The result is 1 (inhibitor). (6) The molecule is c1cn(-c2ncnc3ccc(-c4ccoc4)cc23)cn1. The result is 1 (inhibitor). (7) The drug is O=C1CCC[C@H]1C(=O)Nc1ccc2ccccc2c1. The result is 0 (non-inhibitor). (8) The compound is C=CCSc1nnc(NC(=O)COc2ccc3ccccc3c2)s1. The result is 0 (non-inhibitor). (9) The compound is COc1cccc2c1[C@H](CO)N1[C@H](C#N)[C@@H]3C[C@H](C(=O)O)[C@@H]([C@@H]1C2)N3C. The result is 0 (non-inhibitor).